This data is from Peptide-MHC class II binding affinity with 134,281 pairs from IEDB. The task is: Regression. Given a peptide amino acid sequence and an MHC pseudo amino acid sequence, predict their binding affinity value. This is MHC class II binding data. The peptide sequence is QYIKANAKFIGITE. The MHC is DRB1_1302 with pseudo-sequence DRB1_1302. The binding affinity (normalized) is 0.820.